This data is from Full USPTO retrosynthesis dataset with 1.9M reactions from patents (1976-2016). The task is: Predict the reactants needed to synthesize the given product. (1) Given the product [Si:25]([O:32][CH2:33][CH2:34][N:16]1[CH2:17][CH2:18][CH:14]([CH2:13][N:9]2[C:10]3[C:5](=[CH:4][C:3]([I:2])=[CH:12][CH:11]=3)[C:6](=[O:24])[C:7]([C:19]([O:21][CH2:22][CH3:23])=[O:20])=[CH:8]2)[CH2:15]1)([C:28]([CH3:31])([CH3:30])[CH3:29])([CH3:27])[CH3:26], predict the reactants needed to synthesize it. The reactants are: Cl.[I:2][C:3]1[CH:4]=[C:5]2[C:10](=[CH:11][CH:12]=1)[N:9]([CH2:13][CH:14]1[CH2:18][CH2:17][NH:16][CH2:15]1)[CH:8]=[C:7]([C:19]([O:21][CH2:22][CH3:23])=[O:20])[C:6]2=[O:24].[Si:25]([O:32][CH2:33][CH:34]=O)([C:28]([CH3:31])([CH3:30])[CH3:29])([CH3:27])[CH3:26].C([BH3-])#N.[Na+].O. (2) Given the product [C:14]([O:17][C:18]([N:10]1[CH2:11][CH2:12][CH:8]([C:5]2[CH:4]=[CH:3][C:2]([F:1])=[CH:7][CH:6]=2)[CH2:9]1)=[O:19])([CH3:16])([CH3:15])[CH3:13], predict the reactants needed to synthesize it. The reactants are: [F:1][C:2]1[CH:7]=[CH:6][C:5]([CH:8]2[CH2:12][CH2:11][NH:10][CH2:9]2)=[CH:4][CH:3]=1.[CH3:13][C:14]([O:17][C:18](O[C:18]([O:17][C:14]([CH3:16])([CH3:15])[CH3:13])=[O:19])=[O:19])([CH3:16])[CH3:15].C([O-])(O)=O.[Na+].